From a dataset of Full USPTO retrosynthesis dataset with 1.9M reactions from patents (1976-2016). Predict the reactants needed to synthesize the given product. (1) Given the product [Si:14]([O:5][CH2:4][C:1]1([CH2:6][OH:7])[CH2:3][CH2:2]1)([C:10]([CH3:13])([CH3:12])[CH3:11])([CH3:16])[CH3:15], predict the reactants needed to synthesize it. The reactants are: [C:1]1([CH2:6][OH:7])([CH2:4][OH:5])[CH2:3][CH2:2]1.[H-].[Na+].[C:10]([Si:14](Cl)([CH3:16])[CH3:15])([CH3:13])([CH3:12])[CH3:11]. (2) Given the product [N:18]1([CH:16]([NH:7][C:5](=[O:6])[C:4]2[CH:3]=[C:2]([Cl:1])[CH:10]=[C:9]([Cl:11])[CH:8]=2)[C:13]([CH3:14])([CH3:15])[CH3:12])[C:22]2[CH:23]=[CH:24][CH:25]=[CH:26][C:21]=2[N:20]=[N:19]1, predict the reactants needed to synthesize it. The reactants are: [Cl:1][C:2]1[CH:3]=[C:4]([CH:8]=[C:9]([Cl:11])[CH:10]=1)[C:5]([NH2:7])=[O:6].[CH3:12][C:13]([CH:16]=O)([CH3:15])[CH3:14].[NH:18]1[C:22]2[CH:23]=[CH:24][CH:25]=[CH:26][C:21]=2[N:20]=[N:19]1.C1(C)C=CC(S(O)(=O)=O)=CC=1.